Dataset: Full USPTO retrosynthesis dataset with 1.9M reactions from patents (1976-2016). Task: Predict the reactants needed to synthesize the given product. (1) The reactants are: Br[C:2]1[N:10]2[C:5]([C:6]([NH2:11])=[N:7][CH:8]=[N:9]2)=[CH:4][CH:3]=1.[CH3:12][C:13]1(C)[C:17](C)(C)OB(C(C)=C)O1. Given the product [CH2:12]=[C:13]([C:2]1[N:10]2[C:5]([C:6]([NH2:11])=[N:7][CH:8]=[N:9]2)=[CH:4][CH:3]=1)[CH3:17], predict the reactants needed to synthesize it. (2) Given the product [N:10]1([CH:5]([NH:4][C:1](=[O:3])[CH3:2])[CH2:6][CH2:7][CH3:8])[C:14]2[CH:15]=[CH:16][CH:17]=[CH:18][C:13]=2[N:12]=[N:11]1, predict the reactants needed to synthesize it. The reactants are: [C:1]([NH2:4])(=[O:3])[CH3:2].[CH:5](=O)[CH2:6][CH2:7][CH3:8].[NH:10]1[C:14]2[CH:15]=[CH:16][CH:17]=[CH:18][C:13]=2[N:12]=[N:11]1.O.C1(C)C=CC(S(O)(=O)=O)=CC=1. (3) Given the product [CH2:25]([O:24][C:22](=[O:23])[C:21]([NH:20][C:12]([C:10]1[CH:9]=[CH:8][C:7]([C:15]([F:18])([F:17])[F:16])=[C:6]([O:5][CH2:4][CH:1]2[CH2:2][CH2:3]2)[N:11]=1)=[O:14])([CH2:29][CH3:30])[CH2:27][CH3:28])[CH3:26], predict the reactants needed to synthesize it. The reactants are: [CH:1]1([CH2:4][O:5][C:6]2[N:11]=[C:10]([C:12]([OH:14])=O)[CH:9]=[CH:8][C:7]=2[C:15]([F:18])([F:17])[F:16])[CH2:3][CH2:2]1.Cl.[NH2:20][C:21]([CH2:29][CH3:30])([CH2:27][CH3:28])[C:22]([O:24][CH2:25][CH3:26])=[O:23]. (4) The reactants are: [N:1]([CH2:4][CH2:5][O:6][CH2:7][CH2:8][O:9][CH2:10][CH2:11][O:12][CH2:13][CH2:14][NH:15][S:16]([C:19]1[CH:42]=[CH:41][C:22]([O:23][C:24]2[C:29]([F:30])=[CH:28][C:27](/[CH:31]=[C:32](\[CH3:39])/[C:33]([N:35]=[C:36]([NH2:38])[NH2:37])=[O:34])=[CH:26][C:25]=2[F:40])=[CH:21][CH:20]=1)(=[O:18])=[O:17])=[N+:2]=[N-:3].[CH2:43]([OH:46])[C:44]#[CH:45].O=C1O[C@H]([C@H](CO)O)C([O-])=C1O.[Na+]. Given the product [NH2:37][C:36]([NH2:38])=[N:35][C:33](=[O:34])/[C:32](/[CH3:39])=[CH:31]/[C:27]1[CH:28]=[C:29]([F:30])[C:24]([O:23][C:22]2[CH:41]=[CH:42][C:19]([S:16](=[O:18])(=[O:17])[NH:15][CH2:14][CH2:13][O:12][CH2:11][CH2:10][O:9][CH2:8][CH2:7][O:6][CH2:5][CH2:4][N:1]3[CH:45]=[C:44]([CH2:43][OH:46])[N:3]=[N:2]3)=[CH:20][CH:21]=2)=[C:25]([F:40])[CH:26]=1, predict the reactants needed to synthesize it. (5) Given the product [CH:35]([C:2]1[N:6]2[CH:7]=[C:8]([N:21]3[CH:26]=[CH:25][CH:24]=[CH:23][C:22]3=[O:27])[CH:9]=[C:10]([O:11][CH2:12][C:13]3[CH:18]=[CH:17][C:16]([O:19][CH3:20])=[CH:15][CH:14]=3)[C:5]2=[N:4][C:3]=1[CH3:28])=[CH2:36], predict the reactants needed to synthesize it. The reactants are: Br[C:2]1[N:6]2[CH:7]=[C:8]([N:21]3[CH:26]=[CH:25][CH:24]=[CH:23][C:22]3=[O:27])[CH:9]=[C:10]([O:11][CH2:12][C:13]3[CH:18]=[CH:17][C:16]([O:19][CH3:20])=[CH:15][CH:14]=3)[C:5]2=[N:4][C:3]=1[CH3:28].C(=O)([O-])[O-].[K+].[K+].[C:35]1(C)C=CC=C[CH:36]=1. (6) Given the product [CH2:16]([N:26]1[CH2:28][CH2:16][CH2:17][C:18]2[CH:23]=[C:10]([O:13][C:5]3[CH:6]=[CH:7][C:2]([C:1]([NH2:9])=[O:8])=[CH:3][N:4]=3)[CH:21]=[CH:20][C:19]=2[CH2:25]1)[CH2:17][C:18]1[CH:23]=[CH:22][CH:21]=[CH:20][CH:19]=1, predict the reactants needed to synthesize it. The reactants are: [C:1]([NH2:9])(=[O:8])[C:2]1[CH:7]=[CH:6][CH:5]=[N:4][CH:3]=1.[C:10]([O-:13])([O-])=O.[K+].[K+].[CH2:16](Br)[CH2:17][C:18]1[CH:23]=[CH:22][CH:21]=[CH:20][CH:19]=1.[CH3:25][N:26]([CH:28]=O)C. (7) Given the product [CH3:17][O:18][C:19]1[CH:24]=[CH:23][C:22]([C:14]2[CH:13]=[N:12][C:11]3=[C:7]([N:4]4[CH2:5][CH2:6][O:1][CH2:2][CH2:3]4)[S:8][N:9]=[C:10]3[CH:15]=2)=[CH:21][CH:20]=1, predict the reactants needed to synthesize it. The reactants are: [O:1]1[CH2:6][CH2:5][N:4]([C:7]2[S:8][N:9]=[C:10]3[CH:15]=[C:14](Br)[CH:13]=[N:12][C:11]=23)[CH2:3][CH2:2]1.[CH3:17][O:18][C:19]1[CH:24]=[CH:23][C:22](B(O)O)=[CH:21][CH:20]=1. (8) Given the product [F:45][C:44]([F:47])([F:46])[C:42]([OH:48])=[O:43].[OH:41][N:37]1[C:38](=[O:40])[C:39]2[C:35](=[CH:34][CH:33]=[CH:32][C:31]=2[NH:30][C:2]2[C:7]([C:8]([F:10])([F:9])[F:11])=[CH:6][N:5]=[C:4]([NH:12][C:13]3[CH:27]=[CH:26][C:16]([CH2:17][P:18](=[O:25])([O:19][CH2:20][CH3:21])[O:22][CH2:23][CH3:24])=[CH:15][C:14]=3[O:28][CH3:29])[N:3]=2)[CH2:36]1, predict the reactants needed to synthesize it. The reactants are: Cl[C:2]1[C:7]([C:8]([F:11])([F:10])[F:9])=[CH:6][N:5]=[C:4]([NH:12][C:13]2[CH:27]=[CH:26][C:16]([CH2:17][P:18](=[O:25])([O:22][CH2:23][CH3:24])[O:19][CH2:20][CH3:21])=[CH:15][C:14]=2[O:28][CH3:29])[N:3]=1.[NH2:30][C:31]1[CH:32]=[CH:33][CH:34]=[C:35]2[C:39]=1[C:38](=[O:40])[N:37]([OH:41])[CH2:36]2.[C:42]([OH:48])([C:44]([F:47])([F:46])[F:45])=[O:43]. (9) The reactants are: [OH:1][C:2]1[CH:3]=[C:4]([CH:9]=[C:10]([O:12][C:13]2[CH:18]=[CH:17][C:16]([S:19]([CH3:22])(=[O:21])=[O:20])=[CH:15][CH:14]=2)[CH:11]=1)[C:5]([O:7][CH3:8])=[O:6].Cl[CH2:24][C:25]1[C:30]([CH3:31])=[CH:29][CH:28]=[CH:27][N:26]=1.C(=O)([O-])[O-].[K+].[K+].CN(C=O)C. Given the product [CH3:31][C:30]1[C:25]([CH2:24][O:1][C:2]2[CH:3]=[C:4]([CH:9]=[C:10]([O:12][C:13]3[CH:18]=[CH:17][C:16]([S:19]([CH3:22])(=[O:21])=[O:20])=[CH:15][CH:14]=3)[CH:11]=2)[C:5]([O:7][CH3:8])=[O:6])=[N:26][CH:27]=[CH:28][CH:29]=1, predict the reactants needed to synthesize it. (10) The reactants are: [F:1][C:2]1[CH:11]=[C:10]2[C:5]([C:6](=O)[NH:7][C:8]([N:12]3[CH:16]=[C:15]([C:17]([O:19]CC)=[O:18])[CH:14]=[N:13]3)=[N:9]2)=[CH:4][C:3]=1[N:23]1[CH2:28][CH2:27][CH2:26][CH2:25][CH2:24]1.[CH3:29][NH:30][CH2:31][CH3:32]. Given the product [CH2:31]([N:30]([CH3:29])[C:6]1[C:5]2[C:10](=[CH:11][C:2]([F:1])=[C:3]([N:23]3[CH2:28][CH2:27][CH2:26][CH2:25][CH2:24]3)[CH:4]=2)[N:9]=[C:8]([N:12]2[CH:16]=[C:15]([C:17]([OH:19])=[O:18])[CH:14]=[N:13]2)[N:7]=1)[CH3:32], predict the reactants needed to synthesize it.